Dataset: Catalyst prediction with 721,799 reactions and 888 catalyst types from USPTO. Task: Predict which catalyst facilitates the given reaction. (1) Reactant: [CH3:1][S:2](Cl)(=[O:4])=[O:3].[Br:6][C:7]1[CH:8]=[C:9]([CH:11]=[CH:12][C:13]=1[O:14][CH3:15])[NH2:10]. Product: [Br:6][C:7]1[CH:8]=[C:9]([NH:10][S:2]([CH3:1])(=[O:4])=[O:3])[CH:11]=[CH:12][C:13]=1[O:14][CH3:15]. The catalyst class is: 17. (2) Reactant: FC(F)(F)C1C=CC=CC=1C(Cl)=O.[CH3:14][O:15][C:16]1[CH:17]=[C:18]2[C:23](=[CH:24][C:25]=1[O:26][CH3:27])[N:22]=[CH:21][CH:20]=[C:19]2[O:28][C:29]1[CH:35]=[CH:34][C:32]([NH2:33])=[C:31]([F:36])[CH:30]=1.[F:37][C:38]([F:51])([F:50])[C:39]1[CH:44]=[CH:43][CH:42]=[CH:41][C:40]=1[C:45]([N:47]=[C:48]=[S:49])=[O:46]. Product: [F:50][C:38]([F:37])([F:51])[C:39]1[CH:44]=[CH:43][CH:42]=[CH:41][C:40]=1[C:45]([N:47]=[C:48]=[S:49])=[O:46].[CH3:14][O:15][C:16]1[CH:17]=[C:18]2[C:23](=[CH:24][C:25]=1[O:26][CH3:27])[N:22]=[CH:21][CH:20]=[C:19]2[O:28][C:29]1[CH:35]=[CH:34][C:32]([NH:33][C:48]([NH:47][C:45](=[O:46])[C:40]2[CH:41]=[CH:42][CH:43]=[CH:44][C:39]=2[C:38]([F:37])([F:51])[F:50])=[S:49])=[C:31]([F:36])[CH:30]=1. The catalyst class is: 234. (3) Reactant: [Cl:1][C:2]1[CH:10]=[CH:9][C:8]([I:11])=[C:7]2[C:3]=1[CH:4](O)[N:5](C(C)(C1C=CC=CC=1)C)[C:6]2=[O:12].FC(F)(F)C(O)=O.C([SiH](CC)CC)C.O. Product: [Cl:1][C:2]1[CH:10]=[CH:9][C:8]([I:11])=[C:7]2[C:3]=1[CH2:4][NH:5][C:6]2=[O:12]. The catalyst class is: 463. (4) Reactant: C([O:8][C:9]1[CH:14]=[C:13]([C:15]([F:18])([F:17])[F:16])[CH:12]=[CH:11][C:10]=1/[CH:19]=[CH:20]/[C:21]([O:23][C:24]([CH3:27])([CH3:26])[CH3:25])=[O:22])C1C=CC=CC=1. Product: [OH:8][C:9]1[CH:14]=[C:13]([C:15]([F:17])([F:18])[F:16])[CH:12]=[CH:11][C:10]=1[CH2:19][CH2:20][C:21]([O:23][C:24]([CH3:27])([CH3:26])[CH3:25])=[O:22]. The catalyst class is: 63. (5) Reactant: [CH3:1][C@H:2]1[CH2:6][C@H:5]([CH2:7][N:8]2[C:16]3[C:11](=[CH:12][C:13]([C:17]4[CH:18]=[N:19][N:20](C5CCCCO5)[CH:21]=4)=[CH:14][CH:15]=3)[CH:10]=[CH:9]2)[CH2:4][N:3]1[C:28](=[O:37])[CH2:29][CH2:30][C:31]1[CH:36]=[CH:35][CH:34]=[CH:33][CH:32]=1.C([O-])(O)=O.[Na+]. Product: [NH:19]1[CH:18]=[C:17]([C:13]2[CH:12]=[C:11]3[C:16](=[CH:15][CH:14]=2)[N:8]([CH2:7][C@@H:5]2[CH2:4][N:3]([C:28](=[O:37])[CH2:29][CH2:30][C:31]4[CH:32]=[CH:33][CH:34]=[CH:35][CH:36]=4)[C@@H:2]([CH3:1])[CH2:6]2)[CH:9]=[CH:10]3)[CH:21]=[N:20]1. The catalyst class is: 138. (6) Reactant: [C:1]([C:5]1[CH:21]=[CH:20][C:8]([CH2:9][N:10]2[C:18]3[C:13](=[CH:14][C:15](Br)=[CH:16][CH:17]=3)[CH:12]=[CH:11]2)=[CH:7][CH:6]=1)([CH3:4])([CH3:3])[CH3:2].[F:22][C:23]([F:35])([F:34])[O:24][C:25]1[CH:30]=[CH:29][C:28](B(O)O)=[CH:27][CH:26]=1.ClCCl.C(=O)([O-])[O-].[K+].[K+]. Product: [C:1]([C:5]1[CH:21]=[CH:20][C:8]([CH2:9][N:10]2[C:18]3[C:13](=[CH:14][C:15]([C:28]4[CH:27]=[CH:26][C:25]([O:24][C:23]([F:22])([F:34])[F:35])=[CH:30][CH:29]=4)=[CH:16][CH:17]=3)[CH:12]=[CH:11]2)=[CH:7][CH:6]=1)([CH3:4])([CH3:3])[CH3:2]. The catalyst class is: 38. (7) Reactant: [NH2:1][CH2:2][CH2:3][CH2:4][OH:5].[H-].[Na+].[Si:8](Cl)([C:11]([CH3:14])([CH3:13])[CH3:12])([CH3:10])[CH3:9]. Product: [C:11]([Si:8]([CH3:10])([CH3:9])[O:5][CH2:4][CH2:3][CH2:2][NH2:1])([CH3:14])([CH3:13])[CH3:12]. The catalyst class is: 165.